This data is from Full USPTO retrosynthesis dataset with 1.9M reactions from patents (1976-2016). The task is: Predict the reactants needed to synthesize the given product. (1) The reactants are: [Cl:1][C:2]1[C:3]([O:8][CH:9]2[CH2:14][CH2:13][N:12]([S:15]([CH2:18][CH:19]([NH:26][OH:27])[C:20]3[CH:21]=[N:22][CH:23]=[CH:24][CH:25]=3)(=[O:17])=[O:16])[CH2:11][CH2:10]2)=[N:4][CH:5]=[CH:6][CH:7]=1.[C:28](OC(=O)C)(=[O:30])C.C(O)=O.CO. Given the product [Cl:1][C:2]1[C:3]([O:8][CH:9]2[CH2:10][CH2:11][N:12]([S:15]([CH2:18][CH:19]([N:26]([OH:27])[CH:28]=[O:30])[C:20]3[CH:21]=[N:22][CH:23]=[CH:24][CH:25]=3)(=[O:16])=[O:17])[CH2:13][CH2:14]2)=[N:4][CH:5]=[CH:6][CH:7]=1, predict the reactants needed to synthesize it. (2) The reactants are: [Cl:1][C:2]1[CH:11]=[C:10]2[C:5]([CH2:6][CH2:7][N:8]([C:23]([O:25][C:26]([CH3:29])([CH3:28])[CH3:27])=[O:24])[CH:9]2[C:12]2[CH:16]=[C:15]([CH:17]3OCC[O:18]3)[S:14][C:13]=2[CH3:22])=[CH:4][CH:3]=1.Cl. Given the product [Cl:1][C:2]1[CH:11]=[C:10]2[C:5]([CH2:6][CH2:7][N:8]([C:23]([O:25][C:26]([CH3:29])([CH3:28])[CH3:27])=[O:24])[CH:9]2[C:12]2[CH:16]=[C:15]([CH:17]=[O:18])[S:14][C:13]=2[CH3:22])=[CH:4][CH:3]=1, predict the reactants needed to synthesize it. (3) Given the product [F:1][C:2]1[CH:3]=[C:4]([CH:8]=[C:9]([O:11][C:19]2[CH:24]=[CH:23][CH:22]=[CH:21][CH:20]=2)[CH:10]=1)[C:5]([OH:7])=[O:6], predict the reactants needed to synthesize it. The reactants are: [F:1][C:2]1[CH:3]=[C:4]([CH:8]=[C:9]([OH:11])[CH:10]=1)[C:5]([OH:7])=[O:6].C([O-])([O-])=O.[Cs+].[Cs+].O=[C:19]1[CH2:24][CH2:23][CH2:22][CH2:21][CH:20]1C(OCC)=O. (4) Given the product [F:1][C:2]1[CH:32]=[CH:31][C:5]2[N:6]=[C:7]([NH:9][C:51]3([C:54]([OH:56])=[O:55])[CH:52]=[CH:53][C:48]([C:45]4[CH:44]=[CH:43][CH:42]=[CH:47][CH:46]=4)=[CH:49][CH:50]3[O:58][CH3:59])[S:8][C:4]=2[CH:3]=1, predict the reactants needed to synthesize it. The reactants are: [F:1][C:2]1[CH:32]=[CH:31][C:5]2[N:6]=[C:7]([NH:9]C3C=CC(C4C=CC(C(OCCCC)=O)=C(OC)C=4)=CC=3)[S:8][C:4]=2[CH:3]=1.FC1C=CC2N=C(N[C:42]3[CH:47]=[CH:46][C:45]([C:48]4[CH:53]=[CH:52][C:51]([C:54]([O:56]C)=[O:55])=[C:50]([O:58][CH3:59])[CH:49]=4)=[CH:44][CH:43]=3)SC=2C=1.CO.[OH-].[Na+].